This data is from Forward reaction prediction with 1.9M reactions from USPTO patents (1976-2016). The task is: Predict the product of the given reaction. (1) Given the reactants [NH2:1][CH:2]([C:10]1[C:15]([O:16][CH3:17])=[CH:14][CH:13]=[CH:12][C:11]=1[O:18][CH3:19])[CH2:3][CH2:4][CH2:5][C:6]([O:8]C)=O.[C:20]1([N:26]2[CH:30]=[C:29]([CH:31]=O)[CH:28]=[N:27]2)[CH:25]=[CH:24][CH:23]=[CH:22][CH:21]=1, predict the reaction product. The product is: [CH3:19][O:18][C:11]1[CH:12]=[CH:13][CH:14]=[C:15]([O:16][CH3:17])[C:10]=1[CH:2]1[N:1]([CH2:31][C:29]2[CH:28]=[N:27][N:26]([C:20]3[CH:21]=[CH:22][CH:23]=[CH:24][CH:25]=3)[CH:30]=2)[C:6](=[O:8])[CH2:5][CH2:4][CH2:3]1. (2) Given the reactants C([O:5][C:6](=[O:17])[CH2:7][S:8][C:9]1[CH:14]=[C:13]([Br:15])[CH:12]=[CH:11][C:10]=1[CH3:16])(C)(C)C.FC(F)(F)C(O)=O, predict the reaction product. The product is: [Br:15][C:13]1[CH:12]=[CH:11][C:10]([CH3:16])=[C:9]([S:8][CH2:7][C:6]([OH:17])=[O:5])[CH:14]=1. (3) The product is: [CH2:18]([O:21][CH:22]1[CH2:27][CH2:26][CH:25]([N:1]2[CH2:6][CH2:5][CH:4]([N:7]3[C@@H:16]4[C@H:11]([CH2:12][CH2:13][CH2:14][CH2:15]4)[CH2:10][NH:9][C:8]3=[O:17])[CH2:3][CH2:2]2)[CH2:24][CH2:23]1)[C:19]#[CH:20]. Given the reactants [NH:1]1[CH2:6][CH2:5][CH:4]([N:7]2[C@@H:16]3[C@H:11]([CH2:12][CH2:13][CH2:14][CH2:15]3)[CH2:10][NH:9][C:8]2=[O:17])[CH2:3][CH2:2]1.[CH2:18]([O:21][CH:22]1[CH2:27][CH2:26][C:25](=O)[CH2:24][CH2:23]1)[C:19]#[CH:20], predict the reaction product.